Dataset: Full USPTO retrosynthesis dataset with 1.9M reactions from patents (1976-2016). Task: Predict the reactants needed to synthesize the given product. (1) Given the product [CH2:1]([O:17][CH2:18][C@@H:19]([CH2:21][O:22][C:29]([C:23]1[CH:28]=[CH:27][CH:26]=[CH:25][CH:24]=1)([C:37]1[CH:38]=[CH:39][CH:40]=[CH:41][CH:42]=1)[C:31]1[CH:32]=[CH:33][CH:34]=[CH:35][CH:36]=1)[OH:20])[CH2:2][CH2:3][CH2:4][CH2:5][CH2:6][CH2:7][CH2:8]/[CH:9]=[CH:10]\[CH2:11][CH2:12][CH2:13][CH2:14][CH2:15][CH3:16], predict the reactants needed to synthesize it. The reactants are: [CH2:1]([O:17][CH2:18][CH:19]([CH2:21][OH:22])[OH:20])[CH2:2][CH2:3][CH2:4][CH2:5][CH2:6][CH2:7][CH2:8]/[CH:9]=[CH:10]\[CH2:11][CH2:12][CH2:13][CH2:14][CH2:15][CH3:16].[C:23]1([C:29]([C:37]2[CH:42]=[CH:41][CH:40]=[CH:39][CH:38]=2)([C:31]2[CH:36]=[CH:35][CH:34]=[CH:33][CH:32]=2)Cl)[CH:28]=[CH:27][CH:26]=[CH:25][CH:24]=1.C(N(CC)CC)C. (2) Given the product [Cl:25][C:26]1[CH:27]=[CH:28][C:29]([C:2]2[CH:7]=[CH:6][CH:5]=[C:4]([C:8]3[C:14]4[CH:15]=[C:16]([O:21][CH3:22])[C:17]([O:19][CH3:20])=[CH:18][C:13]=4[N:12]([CH3:23])[C:11](=[O:24])[CH2:10][N:9]=3)[CH:3]=2)=[CH:30][CH:31]=1, predict the reactants needed to synthesize it. The reactants are: Br[C:2]1[CH:3]=[C:4]([C:8]2[C:14]3[CH:15]=[C:16]([O:21][CH3:22])[C:17]([O:19][CH3:20])=[CH:18][C:13]=3[N:12]([CH3:23])[C:11](=[O:24])[CH2:10][N:9]=2)[CH:5]=[CH:6][CH:7]=1.[Cl:25][C:26]1[CH:27]=[C:28](B(O)O)[CH:29]=[CH:30][CH:31]=1.ClC1C=CC(B(O)O)=CC=1. (3) Given the product [S:24]1[CH2:23][CH2:22][N:2]=[C:1]1[C:3]1[NH:4][C:5]2[C:10]([CH:11]=1)=[CH:9][CH:8]=[CH:7][C:6]=2[NH:12][S:13]([C:16]1[S:17][CH:18]=[CH:19][CH:20]=1)(=[O:14])=[O:15], predict the reactants needed to synthesize it. The reactants are: [C:1]([C:3]1[NH:4][C:5]2[C:10]([CH:11]=1)=[CH:9][CH:8]=[CH:7][C:6]=2[NH:12][S:13]([C:16]1[S:17][CH:18]=[CH:19][CH:20]=1)(=[O:15])=[O:14])#[N:2].N[CH2:22][CH2:23][SH:24].C(O)C. (4) Given the product [NH2:26][C:27]1[C:32]([O:5][CH2:6][CH:7]2[CH2:12][CH2:11][N:10]([C:13]([O:15][C:16]([CH3:19])([CH3:18])[CH3:17])=[O:14])[CH2:9][CH2:8]2)=[CH:31][C:30]([Br:34])=[CH:29][N:28]=1, predict the reactants needed to synthesize it. The reactants are: CS([O:5][CH2:6][CH:7]1[CH2:12][CH2:11][N:10]([C:13]([O:15][C:16]([CH3:19])([CH3:18])[CH3:17])=[O:14])[CH2:9][CH2:8]1)(=O)=O.C([O-])([O-])=O.[Cs+].[Cs+].[NH2:26][C:27]1[C:32](O)=[CH:31][C:30]([Br:34])=[CH:29][N:28]=1. (5) Given the product [CH2:1]([O:3][C:4]([C:6]1[C:7](=[O:30])[N:8]([CH2:32][C:33](=[O:34])[C:35]2[CH:40]=[CH:39][CH:38]=[CH:37][CH:36]=2)[C:9]2[C:14]([C:15]=1[N:16]1[CH2:21][CH2:20][N:19]([C:22]([C:24]3[S:25][CH:26]=[CH:27][CH:28]=3)=[O:23])[CH2:18][CH2:17]1)=[CH:13][C:12]([F:29])=[CH:11][N:10]=2)=[O:5])[CH3:2], predict the reactants needed to synthesize it. The reactants are: [CH2:1]([O:3][C:4]([C:6]1[C:7](=[O:30])[NH:8][C:9]2[C:14]([C:15]=1[N:16]1[CH2:21][CH2:20][N:19]([C:22]([C:24]3[S:25][CH:26]=[CH:27][CH:28]=3)=[O:23])[CH2:18][CH2:17]1)=[CH:13][C:12]([F:29])=[CH:11][N:10]=2)=[O:5])[CH3:2].Br[CH2:32][C:33]([C:35]1[CH:40]=[CH:39][CH:38]=[CH:37][CH:36]=1)=[O:34]. (6) Given the product [NH2:1][C@H:2]([C:9]([NH:11][C@H:12]([C:25]([O:27][CH2:28][CH:46]=[CH2:47])=[O:26])[CH2:13][C:14]1[CH:19]=[CH:18][C:17]([O:20][C:21]([CH3:23])([CH3:22])[CH3:24])=[CH:16][CH:15]=1)=[O:10])[CH2:3][O:4][C:5]([CH3:8])([CH3:7])[CH3:6], predict the reactants needed to synthesize it. The reactants are: [NH:1](C(OCC1C2C(=CC=CC=2)C2C1=CC=CC=2)=O)[C@H:2]([C:9]([NH:11][C@H:12]([C:25]([O:27][CH3:28])=[O:26])[CH2:13][C:14]1[CH:19]=[CH:18][C:17]([O:20][C:21]([CH3:24])([CH3:23])[CH3:22])=[CH:16][CH:15]=1)=[O:10])[CH2:3][O:4][C:5]([CH3:8])([CH3:7])[CH3:6].[CH2:46](N)[CH2:47]N(CCN)CCN. (7) Given the product [CH3:1][C:2]1[C:3]([N+:12]([O-:14])=[O:13])=[C:4]2[C:9](=[CH:10][CH:11]=1)[CH:8]=[N:7][CH:6]=[CH:5]2, predict the reactants needed to synthesize it. The reactants are: [CH3:1][C:2]1[CH:3]=[C:4]2[C:9](=[CH:10][CH:11]=1)[CH:8]=[N:7][CH:6]=[CH:5]2.[N+:12]([O-])([O-:14])=[O:13].[K+].[OH-].[Na+]. (8) The reactants are: [NH2:1][CH:2]([CH3:6])[CH2:3][CH2:4][OH:5].C(N(CC)CC)C.[C:14](O[C:14]([O:16][C:17]([CH3:20])([CH3:19])[CH3:18])=[O:15])([O:16][C:17]([CH3:20])([CH3:19])[CH3:18])=[O:15]. Given the product [OH:5][CH2:4][CH2:3][CH:2]([NH:1][C:14](=[O:15])[O:16][C:17]([CH3:20])([CH3:19])[CH3:18])[CH3:6], predict the reactants needed to synthesize it. (9) Given the product [Br:31][C:7]1[C:6]2[O:9][CH:15]([CH2:16][OH:25])[CH2:20][C:5]=2[CH:4]=[C:3]([C:2]([F:10])([F:11])[F:1])[CH:8]=1, predict the reactants needed to synthesize it. The reactants are: [F:1][C:2]([F:11])([F:10])[C:3]1[CH:8]=[CH:7][C:6]([OH:9])=[CH:5][CH:4]=1.BrBr.Br[C:15]1[CH:20]=C(C(F)(F)F)C=C[C:16]=1[OH:25].[H-].[Na+].C([Br:31])C=C.C(OCC=C)C=C.C(C1C(C(F)(F)F)=CC=C(Cl)C=1O)C=C.C(C1C=C(C(F)(F)F)C=C(Br)C=1O)C=C.ClC1C=C(C=CC=1)C(OO)=O.C(=O)([O-])[O-].[K+].[K+].ClC1C2OC(CO)CC=2C(C(F)(F)F)=CC=1. (10) Given the product [Cl:2][C:3]1[CH:8]=[CH:7][C:6]([C:9]2[CH:10]=[CH:11][C:12]([C:15]#[C:16][C:17]3[CH:44]=[CH:43][C:20]([O:21][CH2:22][CH2:23][N:24]4[CH2:29][CH2:28][CH:27]([CH:30]5[CH2:35][CH2:34][NH:33][CH2:32][CH2:31]5)[CH2:26][CH2:25]4)=[CH:19][CH:18]=3)=[N:13][CH:14]=2)=[CH:5][CH:4]=1, predict the reactants needed to synthesize it. The reactants are: Cl.[Cl:2][C:3]1[CH:8]=[CH:7][C:6]([C:9]2[CH:10]=[CH:11][C:12]([C:15]#[C:16][C:17]3[CH:44]=[CH:43][C:20]([O:21][CH2:22][CH2:23][N:24]4[CH2:29][CH2:28][CH:27]([CH:30]5[CH2:35][CH2:34][N:33](C(OC(C)(C)C)=O)[CH2:32][CH2:31]5)[CH2:26][CH2:25]4)=[CH:19][CH:18]=3)=[N:13][CH:14]=2)=[CH:5][CH:4]=1.C([O-])(O)=O.[Na+].O.